This data is from Full USPTO retrosynthesis dataset with 1.9M reactions from patents (1976-2016). The task is: Predict the reactants needed to synthesize the given product. (1) Given the product [Cl:17][C:18]1[CH:19]=[C:20]([CH:24]=[CH:25][C:26]=1[Cl:27])[C:21]([N:4]1[CH2:3][CH2:2][N:1]([CH2:7][CH2:8][NH:9][C:10](=[O:16])[O:11][C:12]([CH3:13])([CH3:15])[CH3:14])[CH2:6][CH2:5]1)=[O:22], predict the reactants needed to synthesize it. The reactants are: [N:1]1([CH2:7][CH2:8][NH:9][C:10](=[O:16])[O:11][C:12]([CH3:15])([CH3:14])[CH3:13])[CH2:6][CH2:5][NH:4][CH2:3][CH2:2]1.[Cl:17][C:18]1[CH:19]=[C:20]([CH:24]=[CH:25][C:26]=1[Cl:27])[C:21](Cl)=[O:22]. (2) Given the product [C:2]([C:3]1[S:7][C:6]([CH2:8][N:9]([CH3:17])[C:10](=[O:16])[O:11][C:12]([CH3:14])([CH3:13])[CH3:15])=[CH:5][C:4]=1[C:18]1[CH:19]=[CH:20][CH:21]=[CH:22][CH:23]=1)(=[O:1])[C:24]1[CH:25]=[CH:26][CH:27]=[CH:28][CH:29]=1, predict the reactants needed to synthesize it. The reactants are: [OH:1][CH:2]([C:24]1[CH:29]=[CH:28][CH:27]=[CH:26][CH:25]=1)[C:3]1[S:7][C:6]([CH2:8][N:9]([CH3:17])[C:10](=[O:16])[O:11][C:12]([CH3:15])([CH3:14])[CH3:13])=[CH:5][C:4]=1[C:18]1[CH:23]=[CH:22][CH:21]=[CH:20][CH:19]=1. (3) Given the product [Cl:1][C:2]1[CH:3]=[C:4]([N:17]2[C:22](=[O:23])[NH:21][C:20](=[O:24])[CH:19]=[N:18]2)[CH:5]=[CH:6][C:7]=1[CH:8]([C:9]1[CH:14]=[CH:13][C:12]([Cl:15])=[CH:11][CH:10]=1)[NH:28][CH:26]=[O:27], predict the reactants needed to synthesize it. The reactants are: [Cl:1][C:2]1[CH:3]=[C:4]([N:17]2[C:22](=[O:23])[NH:21][C:20](=[O:24])[CH:19]=[N:18]2)[CH:5]=[CH:6][C:7]=1[C:8](=O)[C:9]1[CH:14]=[CH:13][C:12]([Cl:15])=[CH:11][CH:10]=1.O.[CH:26]([NH2:28])=[O:27]. (4) Given the product [CH3:8][C:6]1[CH:7]=[C:2]([C:19]#[C:20][CH3:21])[CH:3]=[C:4]([CH3:18])[C:5]=1[CH:9]([C:14]([O:16][CH3:17])=[O:15])[C:10]([O:12][CH3:13])=[O:11], predict the reactants needed to synthesize it. The reactants are: Br[C:2]1[CH:7]=[C:6]([CH3:8])[C:5]([CH:9]([C:14]([O:16][CH3:17])=[O:15])[C:10]([O:12][CH3:13])=[O:11])=[C:4]([CH3:18])[CH:3]=1.[CH2:19]([Sn](CCCC)(CCCC)C#CC)[CH2:20][CH2:21]C. (5) Given the product [Br:16][C:17]1[CH:22]=[CH:21][C:15]([C:14]2[CH:13]=[CH:12][C:4]([C:5]([O:7][C:8]([CH3:11])([CH3:10])[CH3:9])=[O:6])=[CH:3][CH:2]=2)=[CH:19][CH:18]=1, predict the reactants needed to synthesize it. The reactants are: Br[C:2]1[CH:3]=[C:4]([CH:12]=[CH:13][C:14]=1[CH3:15])[C:5]([O:7][C:8]([CH3:11])([CH3:10])[CH3:9])=[O:6].[Br:16][C:17]1[CH:22]=[CH:21]C(C2C=CC(C(O)=O)=CC=2)=[CH:19][CH:18]=1.S(Cl)(Cl)=O.CC(C)([O-])C.[Li+].